This data is from Full USPTO retrosynthesis dataset with 1.9M reactions from patents (1976-2016). The task is: Predict the reactants needed to synthesize the given product. (1) Given the product [Cl:28][C:9]1[CH:8]=[C:7]2[C:12]([C:13]([O:15][CH2:16][C:17](=[O:27])[NH:18][C:19]3[CH:24]=[CH:23][CH:22]=[C:21]([CH2:25][OH:26])[CH:20]=3)=[CH:14][C:5]([C:3]([OH:4])=[O:2])=[CH:6]2)=[CH:11][CH:10]=1, predict the reactants needed to synthesize it. The reactants are: C[O:2][C:3]([C:5]1[CH:14]=[C:13]([O:15][CH2:16][C:17](=[O:27])[NH:18][C:19]2[CH:24]=[CH:23][CH:22]=[C:21]([CH2:25][OH:26])[CH:20]=2)[C:12]2[C:7](=[CH:8][C:9]([Cl:28])=[CH:10][CH:11]=2)[CH:6]=1)=[O:4].[Li+].[OH-]. (2) Given the product [Cl:26][C:27]1[C:28]([CH3:41])=[C:29]([C:33]2[CH:34]=[C:35]([CH:38]=[CH:39][CH:40]=2)[CH2:36][O:7][C:8]2[CH:9]=[CH:10][C:11]([CH:14]([C:21]3[CH:25]=[CH:24][O:23][N:22]=3)[CH2:15][C:16]([OH:18])=[O:17])=[CH:12][CH:13]=2)[CH:30]=[CH:31][CH:32]=1, predict the reactants needed to synthesize it. The reactants are: C(=O)([O-])[O-].[Cs+].[Cs+].[OH:7][C:8]1[CH:13]=[CH:12][C:11]([CH:14]([C:21]2[CH:25]=[CH:24][O:23][N:22]=2)[CH2:15][C:16]([O:18]CC)=[O:17])=[CH:10][CH:9]=1.[Cl:26][C:27]1[C:28]([CH3:41])=[C:29]([C:33]2[CH:34]=[C:35]([CH:38]=[CH:39][CH:40]=2)[CH2:36]Cl)[CH:30]=[CH:31][CH:32]=1.[I-].[Cs+]. (3) Given the product [CH3:28][O:32][N:33]([CH3:34])[C:15]([C:12]1([NH:11][C:9](=[O:10])[O:8][CH2:1][C:2]2[CH:3]=[CH:4][CH:5]=[CH:6][CH:7]=2)[CH2:13][CH2:14]1)=[O:17], predict the reactants needed to synthesize it. The reactants are: [CH2:1]([O:8][C:9]([NH:11][C:12]1([C:15]([OH:17])=O)[CH2:14][CH2:13]1)=[O:10])[C:2]1[CH:7]=[CH:6][CH:5]=[CH:4][CH:3]=1.C(N(CC)CC)C.CN([C:28]([O:32][N:33]1N=NC2C=CC=N[C:34]1=2)=[N+](C)C)C.F[P-](F)(F)(F)(F)F.Cl.CNOC. (4) Given the product [CH2:9]([C@H:16]1[CH2:20][N:19]([C:4](=[O:5])[CH2:3][C:2]([F:8])([F:7])[F:1])[C@H:18]([C:21]([NH:23][C:24]2[CH:29]=[CH:28][C:27]([O:30][C:31]3[CH:32]=[CH:33][C:34]([F:37])=[CH:35][CH:36]=3)=[CH:26][CH:25]=2)=[O:22])[CH2:17]1)[C:10]1[CH:11]=[CH:12][CH:13]=[CH:14][CH:15]=1, predict the reactants needed to synthesize it. The reactants are: [F:1][C:2]([F:8])([F:7])[CH2:3][C:4](O)=[O:5].[CH2:9]([C@H:16]1[CH2:20][NH:19][C@H:18]([C:21]([NH:23][C:24]2[CH:29]=[CH:28][C:27]([O:30][C:31]3[CH:36]=[CH:35][C:34]([F:37])=[CH:33][CH:32]=3)=[CH:26][CH:25]=2)=[O:22])[CH2:17]1)[C:10]1[CH:15]=[CH:14][CH:13]=[CH:12][CH:11]=1. (5) Given the product [N:3]1[CH:4]=[C:5]([C:7]2[CH:8]=[C:9]([CH:13]=[CH:14][CH:15]=2)[C:10]([NH:23][C:22]2[CH:24]=[CH:25][C:19]([CH2:18][C:17]([F:16])([F:26])[F:27])=[CH:20][CH:21]=2)=[O:12])[CH:6]=[N:1][CH:2]=1, predict the reactants needed to synthesize it. The reactants are: [N:1]1[CH:6]=[C:5]([C:7]2[CH:8]=[C:9]([CH:13]=[CH:14][CH:15]=2)[C:10]([OH:12])=O)[CH:4]=[N:3][CH:2]=1.[F:16][C:17]([F:27])([F:26])[CH2:18][C:19]1[CH:25]=[CH:24][C:22]([NH2:23])=[CH:21][CH:20]=1. (6) Given the product [CH3:1][C:2]1([CH3:41])[O:7][C:6]2[CH:8]=[CH:9][C:10]([C@@H:12]([OH:16])[CH2:13][NH:14][CH2:18][CH2:19][C:20]3[CH:21]=[CH:22][C:23]4[O:28][CH2:27][C@@H:26]([CH2:29][O:30][CH2:31][C:32]5[CH:33]=[C:34]([CH:37]=[CH:38][CH:39]=5)[C:35]#[N:36])[O:25][C:24]=4[CH:40]=3)=[CH:11][C:5]=2[CH2:4][O:3]1, predict the reactants needed to synthesize it. The reactants are: [CH3:1][C:2]1([CH3:41])[O:7][C:6]2[CH:8]=[CH:9][C:10]([C@H:12]3[O:16]C(=O)[N:14]([CH2:18][CH2:19][C:20]4[CH:21]=[CH:22][C:23]5[O:28][CH2:27][C@@H:26]([CH2:29][O:30][CH2:31][C:32]6[CH:33]=[C:34]([CH:37]=[CH:38][CH:39]=6)[C:35]#[N:36])[O:25][C:24]=5[CH:40]=4)[CH2:13]3)=[CH:11][C:5]=2[CH2:4][O:3]1.C[Si](C)(C)[O-].[K+]. (7) Given the product [C:29]([Si:33]([O:5][C:4]([O:6][CH3:7])=[C:3]([O:2][CH3:1])[CH3:8])([CH3:35])[CH3:34])([CH3:32])([CH3:31])[CH3:30], predict the reactants needed to synthesize it. The reactants are: [CH3:1][O:2][CH:3]([CH3:8])[C:4]([O:6][CH3:7])=[O:5].[Li+].CC([N-]C(C)C)C.C(NC(C)C)(C)C.C([Li])CCC.[C:29]([Si:33](Cl)([CH3:35])[CH3:34])([CH3:32])([CH3:31])[CH3:30].